This data is from Catalyst prediction with 721,799 reactions and 888 catalyst types from USPTO. The task is: Predict which catalyst facilitates the given reaction. (1) Reactant: [OH:1][CH2:2][C@@H:3]1[CH2:8][NH:7][C:6](=[O:9])[CH2:5][O:4]1.[H-].[Na+].Cl[C:13]1[C:22]2[C:17](=[N:18][CH:19]=[CH:20][N:21]=2)[CH:16]=[C:15]([Cl:23])[N:14]=1. Product: [Cl:23][C:15]1[N:14]=[C:13]([O:1][CH2:2][C@@H:3]2[CH2:8][NH:7][C:6](=[O:9])[CH2:5][O:4]2)[C:22]2[C:17](=[N:18][CH:19]=[CH:20][N:21]=2)[CH:16]=1. The catalyst class is: 3. (2) Reactant: C(OC([N:8]1[CH2:13][CH:12]2[CH2:14][CH:9]1[CH2:10][N:11]2[C:15]1[N:20]2[CH:21]=[CH:22][N:23]=[C:19]2[CH:18]=[C:17]([C:24]2[CH:29]=[CH:28][N:27]=[C:26]([NH:30][CH2:31][C:32]3[CH:37]=[CH:36][CH:35]=[CH:34][CH:33]=3)[CH:25]=2)[N:16]=1)=O)(C)(C)C.CO.ClCCl.C(=O)(O)[O-].[Na+]. Product: [CH2:31]([NH:30][C:26]1[CH:25]=[C:24]([C:17]2[N:16]=[C:15]([N:11]3[CH2:10][CH:9]4[CH2:14][CH:12]3[CH2:13][NH:8]4)[N:20]3[CH:21]=[CH:22][N:23]=[C:19]3[CH:18]=2)[CH:29]=[CH:28][N:27]=1)[C:32]1[CH:33]=[CH:34][CH:35]=[CH:36][CH:37]=1. The catalyst class is: 12. (3) Reactant: [CH3:1][C@H:2]([N:11]1[CH2:15][CH2:14][C@H:13]([NH:16]C(=O)OCC2C=CC=CC=2)[C:12]1=[O:27])[C:3]([N:5]1[CH2:10][CH2:9][O:8][CH2:7][CH2:6]1)=[O:4]. Product: [NH2:16][C@H:13]1[CH2:14][CH2:15][N:11]([C@@H:2]([CH3:1])[C:3]([N:5]2[CH2:6][CH2:7][O:8][CH2:9][CH2:10]2)=[O:4])[C:12]1=[O:27]. The catalyst class is: 63. (4) Reactant: [S:1]1[C:5]2[CH:6]=[CH:7][C:8]([C:10]([O:12]C)=[O:11])=[CH:9][C:4]=2[CH:3]=[N:2]1.[OH-].[Na+]. Product: [S:1]1[C:5]2[CH:6]=[CH:7][C:8]([C:10]([OH:12])=[O:11])=[CH:9][C:4]=2[CH:3]=[N:2]1. The catalyst class is: 5. (5) Reactant: N1(C2N=C(CC([O-])=O)NC(=O)C=2)CCOCC1.[Na+].[ClH:19].CN(C)CCCN=C=NCC.CO[C:33]1[CH:38]=[CH:37][CH:36]=[CH:35][C:34]=1[C:39]1[CH:47]=[CH:46][CH:45]=[C:44]2[C:40]=1[CH2:41][CH2:42][N:43]2[C:48](=[O:63])[CH2:49][C:50]1[NH:55][C:54](=[O:56])[CH:53]=[C:52]([N:57]2[CH2:62][CH2:61][O:60][CH2:59][CH2:58]2)[N:51]=1. Product: [Cl:19][C:33]1[CH:38]=[CH:37][CH:36]=[CH:35][C:34]=1[C:39]1[CH:47]=[CH:46][CH:45]=[C:44]2[C:40]=1[CH2:41][CH2:42][N:43]2[C:48](=[O:63])[CH2:49][C:50]1[NH:55][C:54](=[O:56])[CH:53]=[C:52]([N:57]2[CH2:62][CH2:61][O:60][CH2:59][CH2:58]2)[N:51]=1. The catalyst class is: 300. (6) Reactant: [O:1]1[C:5]2([CH2:10][CH2:9][CH2:8][CH2:7][CH:6]2[C:11](Cl)=[O:12])[O:4][CH2:3][CH2:2]1.C1(C)C=CC=CC=1.[CH3:21][NH:22][CH3:23].O. Product: [CH3:21][N:22]([CH3:23])[C:11]([CH:6]1[CH2:7][CH2:8][CH2:9][CH2:10][C:5]21[O:4][CH2:3][CH2:2][O:1]2)=[O:12]. The catalyst class is: 13. (7) Reactant: [H-].[Na+].[CH3:3][N:4]1[CH2:9][CH2:8][CH2:7][NH:6][C:5]1=[O:10].Br[CH2:12][C:13]1[CH:18]=[CH:17][C:16]([CH2:19][Br:20])=[CH:15][CH:14]=1. The catalyst class is: 9. Product: [Br:20][CH2:19][C:16]1[CH:17]=[CH:18][C:13]([CH2:12][N:6]2[CH2:7][CH2:8][CH2:9][N:4]([CH3:3])[C:5]2=[O:10])=[CH:14][CH:15]=1.